Dataset: NCI-60 drug combinations with 297,098 pairs across 59 cell lines. Task: Regression. Given two drug SMILES strings and cell line genomic features, predict the synergy score measuring deviation from expected non-interaction effect. (1) Drug 1: CN(C)N=NC1=C(NC=N1)C(=O)N. Cell line: PC-3. Synergy scores: CSS=1.95, Synergy_ZIP=0.0730, Synergy_Bliss=1.61, Synergy_Loewe=-0.929, Synergy_HSA=-0.804. Drug 2: CC1=C(C=C(C=C1)NC(=O)C2=CC=C(C=C2)CN3CCN(CC3)C)NC4=NC=CC(=N4)C5=CN=CC=C5. (2) Drug 1: C1=CC(=CC=C1CC(C(=O)O)N)N(CCCl)CCCl.Cl. Drug 2: C1=CC=C(C=C1)NC(=O)CCCCCCC(=O)NO. Cell line: NCI/ADR-RES. Synergy scores: CSS=30.3, Synergy_ZIP=-5.28, Synergy_Bliss=-2.74, Synergy_Loewe=-9.69, Synergy_HSA=-3.46. (3) Drug 1: CC1C(C(CC(O1)OC2CC(CC3=C2C(=C4C(=C3O)C(=O)C5=C(C4=O)C(=CC=C5)OC)O)(C(=O)CO)O)N)O.Cl. Drug 2: C1CC(=O)NC(=O)C1N2CC3=C(C2=O)C=CC=C3N. Cell line: SNB-19. Synergy scores: CSS=6.06, Synergy_ZIP=0.199, Synergy_Bliss=1.15, Synergy_Loewe=0.0942, Synergy_HSA=0.920. (4) Cell line: COLO 205. Drug 1: CC1=C2C(C(=O)C3(C(CC4C(C3C(C(C2(C)C)(CC1OC(=O)C(C(C5=CC=CC=C5)NC(=O)OC(C)(C)C)O)O)OC(=O)C6=CC=CC=C6)(CO4)OC(=O)C)O)C)O. Synergy scores: CSS=13.2, Synergy_ZIP=-6.04, Synergy_Bliss=-8.04, Synergy_Loewe=9.89, Synergy_HSA=-5.12. Drug 2: C1CN(P(=O)(OC1)NCCCl)CCCl. (5) Drug 1: COC1=CC(=CC(=C1O)OC)C2C3C(COC3=O)C(C4=CC5=C(C=C24)OCO5)OC6C(C(C7C(O6)COC(O7)C8=CC=CS8)O)O. Drug 2: C1=CN(C=N1)CC(O)(P(=O)(O)O)P(=O)(O)O. Cell line: OVCAR-5. Synergy scores: CSS=1.51, Synergy_ZIP=-7.58, Synergy_Bliss=-15.5, Synergy_Loewe=-18.0, Synergy_HSA=-14.3.